From a dataset of Full USPTO retrosynthesis dataset with 1.9M reactions from patents (1976-2016). Predict the reactants needed to synthesize the given product. (1) Given the product [C:12]1([CH:9]([N:6]2[CH2:5][CH2:4][NH:3][CH2:8][CH2:7]2)[CH2:10][CH3:18])[CH:13]=[CH:14][CH:15]=[CH:16][CH:17]=1, predict the reactants needed to synthesize it. The reactants are: C([N:3]1[CH2:8][CH2:7][N:6]([CH:9]([C:12]2[CH:17]=[CH:16][CH:15]=[CH:14][CH:13]=2)[C:10]#N)[CH2:5][CH2:4]1)=O.[CH2:18]([Mg]Br)C. (2) Given the product [CH2:18]([O:17][C:13]1[CH:12]=[C:11]([C:10]2[C:3]3[C:2]([NH2:1])=[N:7][CH:6]=[N:5][C:4]=3[N:8]([C@H:25]3[CH2:26][CH2:27][C@@H:28]([N:42]4[CH2:47][CH2:46][CH2:45][CH2:44][CH2:43]4)[CH2:29][CH2:30]3)[CH:9]=2)[CH:16]=[CH:15][CH:14]=1)[C:19]1[CH:24]=[CH:23][CH:22]=[CH:21][CH:20]=1, predict the reactants needed to synthesize it. The reactants are: [NH2:1][C:2]1[C:3]2[C:10]([C:11]3[CH:16]=[CH:15][CH:14]=[C:13]([O:17][CH2:18][C:19]4[CH:24]=[CH:23][CH:22]=[CH:21][CH:20]=4)[CH:12]=3)=[CH:9][N:8]([C@H:25]3[CH2:30][CH2:29][C@H:28](OS(C4C=CC(C)=CC=4)(=O)=O)[CH2:27][CH2:26]3)[C:4]=2[N:5]=[CH:6][N:7]=1.[NH:42]1[CH2:47][CH2:46][CH2:45][CH2:44][CH2:43]1.